From a dataset of Catalyst prediction with 721,799 reactions and 888 catalyst types from USPTO. Predict which catalyst facilitates the given reaction. Reactant: [CH2:1]([C:4]1[CH:5]=[C:6]([CH2:10][OH:11])[CH:7]=[CH:8][CH:9]=1)[CH:2]=[CH2:3].[CH2:12]([O:15][C:16]1([CH3:45])[CH2:21][CH2:20][N:19]([C:22]2[N:27]3[N:28]=[C:29]([CH2:31]I)[CH:30]=[C:26]3[N:25]=[C:24]([CH3:33])[C:23]=2[C@H:34]([O:40][C:41]([CH3:44])([CH3:43])[CH3:42])[C:35]([O:37][CH2:38][CH3:39])=[O:36])[CH2:18][CH2:17]1)[CH:13]=[CH2:14].[H-].[Na+]. Product: [CH2:1]([C:4]1[CH:5]=[C:6]([CH:7]=[CH:8][CH:9]=1)[CH2:10][O:11][CH2:31][C:29]1[CH:30]=[C:26]2[N:25]=[C:24]([CH3:33])[C:23]([C@H:34]([O:40][C:41]([CH3:44])([CH3:43])[CH3:42])[C:35]([O:37][CH2:38][CH3:39])=[O:36])=[C:22]([N:19]3[CH2:20][CH2:21][C:16]([O:15][CH2:12][CH:13]=[CH2:14])([CH3:45])[CH2:17][CH2:18]3)[N:27]2[N:28]=1)[CH:2]=[CH2:3]. The catalyst class is: 18.